This data is from Forward reaction prediction with 1.9M reactions from USPTO patents (1976-2016). The task is: Predict the product of the given reaction. Given the reactants F[C:2]1[CH:7]=[CH:6][C:5]([C:8]([F:11])([F:10])[F:9])=[CH:4][C:3]=1[N+:12]([O-:14])=[O:13].[NH2:15][CH2:16][C@@H:17]1[CH2:21][CH2:20][N:19]([C:22]([O:24][C:25]([CH3:28])([CH3:27])[CH3:26])=[O:23])[CH2:18]1.CCN(C(C)C)C(C)C, predict the reaction product. The product is: [N+:12]([C:3]1[CH:4]=[C:5]([C:8]([F:11])([F:10])[F:9])[CH:6]=[CH:7][C:2]=1[NH:15][CH2:16][C@@H:17]1[CH2:21][CH2:20][N:19]([C:22]([O:24][C:25]([CH3:28])([CH3:27])[CH3:26])=[O:23])[CH2:18]1)([O-:14])=[O:13].